Dataset: NCI-60 drug combinations with 297,098 pairs across 59 cell lines. Task: Regression. Given two drug SMILES strings and cell line genomic features, predict the synergy score measuring deviation from expected non-interaction effect. (1) Drug 1: C1=CC(=CC=C1CC(C(=O)O)N)N(CCCl)CCCl.Cl. Drug 2: C1CN(CCN1C(=O)CCBr)C(=O)CCBr. Cell line: MCF7. Synergy scores: CSS=28.6, Synergy_ZIP=-9.43, Synergy_Bliss=4.09, Synergy_Loewe=2.49, Synergy_HSA=5.21. (2) Cell line: SK-MEL-28. Drug 1: CCC1(C2=C(COC1=O)C(=O)N3CC4=CC5=C(C=CC(=C5CN(C)C)O)N=C4C3=C2)O.Cl. Synergy scores: CSS=33.9, Synergy_ZIP=-5.25, Synergy_Bliss=-9.32, Synergy_Loewe=-8.01, Synergy_HSA=-7.66. Drug 2: CC1C(C(CC(O1)OC2CC(CC3=C2C(=C4C(=C3O)C(=O)C5=C(C4=O)C(=CC=C5)OC)O)(C(=O)CO)O)N)O.Cl. (3) Drug 2: CC1C(C(CC(O1)OC2CC(CC3=C2C(=C4C(=C3O)C(=O)C5=C(C4=O)C(=CC=C5)OC)O)(C(=O)CO)O)N)O.Cl. Cell line: HOP-92. Synergy scores: CSS=48.3, Synergy_ZIP=0.435, Synergy_Bliss=2.67, Synergy_Loewe=1.28, Synergy_HSA=4.58. Drug 1: CCC1=CC2CC(C3=C(CN(C2)C1)C4=CC=CC=C4N3)(C5=C(C=C6C(=C5)C78CCN9C7C(C=CC9)(C(C(C8N6C)(C(=O)OC)O)OC(=O)C)CC)OC)C(=O)OC.C(C(C(=O)O)O)(C(=O)O)O. (4) Drug 1: CC12CCC3C(C1CCC2=O)CC(=C)C4=CC(=O)C=CC34C. Drug 2: CN(C(=O)NC(C=O)C(C(C(CO)O)O)O)N=O. Cell line: COLO 205. Synergy scores: CSS=46.0, Synergy_ZIP=0.508, Synergy_Bliss=-3.21, Synergy_Loewe=-3.60, Synergy_HSA=-4.46. (5) Drug 1: CS(=O)(=O)CCNCC1=CC=C(O1)C2=CC3=C(C=C2)N=CN=C3NC4=CC(=C(C=C4)OCC5=CC(=CC=C5)F)Cl. Drug 2: CS(=O)(=O)OCCCCOS(=O)(=O)C. Cell line: OVCAR-5. Synergy scores: CSS=23.9, Synergy_ZIP=3.27, Synergy_Bliss=2.39, Synergy_Loewe=9.82, Synergy_HSA=6.14.